Task: Regression/Classification. Given a drug SMILES string, predict its absorption, distribution, metabolism, or excretion properties. Task type varies by dataset: regression for continuous measurements (e.g., permeability, clearance, half-life) or binary classification for categorical outcomes (e.g., BBB penetration, CYP inhibition). Dataset: cyp2c19_veith.. Dataset: CYP2C19 inhibition data for predicting drug metabolism from PubChem BioAssay (1) The drug is O=C(O)[C@@H](O)[C@@H](O)[C@@H](O[C@H]1O[C@@H](CO)[C@@H](O)[C@@H](O)[C@@H]1O)[C@@H](O)CO. The result is 0 (non-inhibitor). (2) The compound is Clc1ccc(N2C[C@@H]3CC[C@H](C2)N3)nn1. The result is 0 (non-inhibitor). (3) The drug is COc1ccc(NC(=O)N2CC3(CCN(C(=O)c4cccc(F)c4)CC3)C2)cc1. The result is 0 (non-inhibitor). (4) The molecule is Cc1ccc(-c2csc(NC(=S)NC(=O)/C=C/c3ccco3)n2)cc1. The result is 0 (non-inhibitor). (5) The drug is Cc1nnc(-c2cnn(-c3ccccc3)c2N)n1Cc1ccccc1. The result is 0 (non-inhibitor). (6) The compound is COCCNc1ncnc2ccc(-c3c(C)noc3C)cc12. The result is 1 (inhibitor). (7) The result is 1 (inhibitor). The compound is O=C(Nc1nc(-c2ccccc2)cs1)c1cccc([N+](=O)[O-])c1. (8) The molecule is N[C@@](CCc1ccccc1)(C(=O)O)c1ccccc1. The result is 0 (non-inhibitor).